Dataset: Reaction yield outcomes from USPTO patents with 853,638 reactions. Task: Predict the reaction yield, written as a fraction of the theoretical maximum amount of product (1.0 means a 100% yield; for example, 0.34 means a 34% yield). (1) The reactants are C(O[C:4]([C:6]1[CH:7]=[C:8]2[C:12](=[CH:13][CH:14]=1)[NH:11][N:10]=[C:9]2[C:15]1[CH:24]=[CH:23][C:22]2[C:17](=[CH:18][CH:19]=[C:20]([O:25][CH3:26])[CH:21]=2)[CH:16]=1)=[NH:5])C.C(N(CC)CC)C.[C:34]([NH:38][CH2:39][C:40]([NH:42][NH2:43])=O)([CH3:37])([CH3:36])[CH3:35]. The catalyst is CO. The product is [C:34]([NH:38][CH2:39][C:40]1[NH:42][N:43]=[C:4]([C:6]2[CH:7]=[C:8]3[C:12](=[CH:13][CH:14]=2)[NH:11][N:10]=[C:9]3[C:15]2[CH:24]=[CH:23][C:22]3[C:17](=[CH:18][CH:19]=[C:20]([O:25][CH3:26])[CH:21]=3)[CH:16]=2)[N:5]=1)([CH3:37])([CH3:36])[CH3:35]. The yield is 0.110. (2) The reactants are [H-].[Na+].[C:3]([O:9][CH2:10][CH3:11])(=[O:8])[CH2:4][C:5]([O-:7])=[O:6].Cl[C:13]1[C:18]([I:19])=[CH:17][C:16]([N+:20]([O-:22])=[O:21])=[CH:15][N:14]=1.O1CC[CH2:25][CH2:24]1. The catalyst is CCOC(C)=O.O.CC(O)=O. The product is [I:19][C:18]1[C:13]([CH:4]([C:5]([O:7][CH2:24][CH3:25])=[O:6])[C:3]([O:9][CH2:10][CH3:11])=[O:8])=[N:14][CH:15]=[C:16]([N+:20]([O-:22])=[O:21])[CH:17]=1. The yield is 0.740. (3) The reactants are [C:1]([Br:5])(Br)(Br)[Br:2].C1(P(C2C=CC=CC=2)C2C=CC=CC=2)C=CC=CC=1.[F:25][C:26]1[CH:27]=[C:28]([CH:31]=[CH:32][CH:33]=1)[CH:29]=O. The catalyst is C(Cl)Cl. The product is [Br:2][C:1]([Br:5])=[CH:29][C:28]1[CH:31]=[CH:32][CH:33]=[C:26]([F:25])[CH:27]=1. The yield is 1.00. (4) The reactants are [C:1]([Cl:6])(=O)[C:2](Cl)=O.[I:7][C:8]1[CH:9]=C2[C:15](=[CH:16][CH:17]=1)[N:14]=[CH:13][N:12]=C2O.CN(C=O)C.C([O-])([O-])=O.[Na+].[Na+]. The catalyst is ClCCCl. The product is [Cl:6][C:1]1[C:2]2[C:15](=[CH:16][CH:17]=[C:8]([I:7])[CH:9]=2)[N:14]=[CH:13][N:12]=1. The yield is 0.840. (5) The reactants are [F:1][C:2]([C:5]([C:7](F)(F)F)=[O:6])([F:4])[F:3].FC(F)(F)[C:13]([O:15][C:16](=[O:21])[C:17](F)(F)F)=O.N1C=[CH:28][CH:27]=[CH:26][CH:25]=1.O. The catalyst is C(Cl)Cl. The product is [CH3:13][O:15][C:16](=[O:21])[CH2:17][CH2:25][CH2:26][CH2:27][CH2:28][CH2:7][C:5](=[O:6])[C:2]([F:4])([F:3])[F:1]. The yield is 0.490. (6) The reactants are ClC1SC(S([N:10]([S:22]([C:25]2[S:26][C:27]([Cl:30])=[CH:28][CH:29]=2)(=[O:24])=[O:23])[C:11]2[C:19]3[C:14](=[CH:15][CH:16]=[CH:17][C:18]=3[O:20][CH3:21])[NH:13][N:12]=2)(=O)=O)=CC=1.C1(P(C2C=CC=CC=2)C2C=CC=CC=2)C=CC=CC=1.O[CH2:51][C:52]1[CH:53]=[C:54]([S:58]([NH2:61])(=[O:60])=[O:59])[CH:55]=[CH:56][CH:57]=1.N(C(OC(C)C)=O)=NC(OC(C)C)=O. The catalyst is C1COCC1. The product is [NH2:61][S:58]([C:54]1[CH:53]=[C:52]([CH2:51][N:13]2[C:14]3[C:19](=[C:18]([O:20][CH3:21])[CH:17]=[CH:16][CH:15]=3)[C:11]([NH:10][S:22]([C:25]3[S:26][C:27]([Cl:30])=[CH:28][CH:29]=3)(=[O:23])=[O:24])=[N:12]2)[CH:57]=[CH:56][CH:55]=1)(=[O:59])=[O:60]. The yield is 0.220.